This data is from Reaction yield outcomes from USPTO patents with 853,638 reactions. The task is: Predict the reaction yield, written as a fraction of the theoretical maximum amount of product (1.0 means a 100% yield; for example, 0.34 means a 34% yield). (1) The reactants are [F:1][C:2]1[CH:7]=[CH:6][C:5]([C:8]([N:11]2[CH2:16][CH2:15][NH:14][CH2:13][CH2:12]2)([CH3:10])[CH3:9])=[CH:4][CH:3]=1.Cl[C:18]1[CH:19]=[CH:20][C:21]2[N:22]([C:24]([CH:27]([F:29])[F:28])=[N:25][N:26]=2)[N:23]=1. No catalyst specified. The product is [F:29][CH:27]([F:28])[C:24]1[N:22]2[N:23]=[C:18]([N:14]3[CH2:13][CH2:12][N:11]([C:8]([C:5]4[CH:6]=[CH:7][C:2]([F:1])=[CH:3][CH:4]=4)([CH3:10])[CH3:9])[CH2:16][CH2:15]3)[CH:19]=[CH:20][C:21]2=[N:26][N:25]=1. The yield is 0.620. (2) The reactants are C1(P(CCCC)C2C=CC=CC=2)C=CC=CC=1.[NH2:18][C:19]1[N:20]=[CH:21][C:22]([C:26]([O:28][CH3:29])=[O:27])=[N:23][C:24]=1Br.[CH2:30]([O:37][C:38]1[CH:39]=[C:40](B(O)O)[CH:41]=[CH:42][C:43]=1[Cl:44])[C:31]1[CH:36]=[CH:35][CH:34]=[CH:33][CH:32]=1.C(=O)([O-])[O-].[Na+].[Na+]. The catalyst is C1(C)C=CC=CC=1.O.CCOC(C)=O.[Pd].C(#N)C1C=CC=CC=1.C(#N)C1C=CC=CC=1.C(O)C. The product is [NH2:18][C:19]1[N:20]=[CH:21][C:22]([C:26]([O:28][CH3:29])=[O:27])=[N:23][C:24]=1[C:40]1[CH:41]=[CH:42][C:43]([Cl:44])=[C:38]([O:37][CH2:30][C:31]2[CH:36]=[CH:35][CH:34]=[CH:33][CH:32]=2)[CH:39]=1. The yield is 0.500.